Dataset: Peptide-MHC class II binding affinity with 134,281 pairs from IEDB. Task: Regression. Given a peptide amino acid sequence and an MHC pseudo amino acid sequence, predict their binding affinity value. This is MHC class II binding data. (1) The peptide sequence is PCKGDSVTIKLDGNL. The MHC is HLA-DPA10201-DPB10101 with pseudo-sequence HLA-DPA10201-DPB10101. The binding affinity (normalized) is 0.129. (2) The peptide sequence is LDEVYNAAYNAADHA. The MHC is DRB3_0101 with pseudo-sequence DRB3_0101. The binding affinity (normalized) is 0.0720. (3) The peptide sequence is VLSYVIGLLPQDMVI. The MHC is DRB5_0101 with pseudo-sequence DRB5_0101. The binding affinity (normalized) is 0.423. (4) The peptide sequence is MLFRILSLNLIKIK. The MHC is HLA-DQA10501-DQB10301 with pseudo-sequence HLA-DQA10501-DQB10301. The binding affinity (normalized) is 0.310. (5) The peptide sequence is IYECKGVTVKDVTIT. The MHC is DRB1_1101 with pseudo-sequence DRB1_1101. The binding affinity (normalized) is 0.318. (6) The peptide sequence is ITDTTIGTGDDCISI. The MHC is DRB1_0101 with pseudo-sequence DRB1_0101. The binding affinity (normalized) is 0.111. (7) The peptide sequence is GNTAIAKCNLDHSSE. The MHC is DRB1_0101 with pseudo-sequence DRB1_0101. The binding affinity (normalized) is 0.300. (8) The peptide sequence is TAGVFAAPTLMSFLR. The MHC is DRB4_0101 with pseudo-sequence DRB4_0103. The binding affinity (normalized) is 0.612.